From a dataset of Forward reaction prediction with 1.9M reactions from USPTO patents (1976-2016). Predict the product of the given reaction. (1) Given the reactants [N+:1]([C:4]1[CH:9]=[C:8]([N+:10]([O-])=O)[CH:7]=[CH:6][C:5]=1[CH:13]=[CH:14][C:15]([C:17]1[CH:22]=[CH:21][C:20]([I:23])=[CH:19][CH:18]=1)=[O:16])([O-])=O.[Sn](Cl)Cl, predict the reaction product. The product is: [NH2:1][C:4]1[CH:9]=[C:8]([NH2:10])[CH:7]=[CH:6][C:5]=1[CH:13]=[CH:14][C:15]([C:17]1[CH:18]=[CH:19][C:20]([I:23])=[CH:21][CH:22]=1)=[O:16]. (2) The product is: [CH:5]1([CH2:10][N:11]([CH2:34][CH:35]2[CH2:39][CH2:38][CH2:37][CH2:36]2)[C@H:12]2[C@H:22]([C:23]3[CH:28]=[CH:27][C:26]([C:29]([F:31])([F:32])[F:30])=[CH:25][CH:24]=3)[O:33][C@H:15]([CH2:16][C:17]([O:19][CH2:20][CH3:21])=[O:18])[CH2:14][CH2:13]2)[CH2:6][CH2:7][CH2:8][CH2:9]1. Given the reactants [O-]CC.[Na+].[CH:5]1([CH2:10][N:11]([CH2:34][CH:35]2[CH2:39][CH2:38][CH2:37][CH2:36]2)[C@@H:12]([C@@H:22]([OH:33])[C:23]2[CH:28]=[CH:27][C:26]([C:29]([F:32])([F:31])[F:30])=[CH:25][CH:24]=2)[CH2:13][CH2:14]/[CH:15]=[CH:16]/[C:17]([O:19][CH2:20][CH3:21])=[O:18])[CH2:9][CH2:8][CH2:7][CH2:6]1.OS(O)(=O)=O, predict the reaction product.